From a dataset of Forward reaction prediction with 1.9M reactions from USPTO patents (1976-2016). Predict the product of the given reaction. (1) Given the reactants [CH3:1][O:2][C:3]1[N:11]=[C:10]([C:12]([F:15])([F:14])[F:13])[CH:9]=[C:8]([CH3:16])[C:4]=1[C:5]([OH:7])=O.[CH:17]1([CH2:20][C:21]2([CH:30]([NH2:32])[CH3:31])[CH2:24][CH:23]([CH2:25][S:26][CH2:27][CH2:28][CH3:29])[CH2:22]2)[CH2:19][CH2:18]1.C(N(CC)CC)C, predict the reaction product. The product is: [CH:17]1([CH2:20][C:21]2([CH:30]([NH:32][C:5](=[O:7])[C:4]3[C:8]([CH3:16])=[CH:9][C:10]([C:12]([F:15])([F:14])[F:13])=[N:11][C:3]=3[O:2][CH3:1])[CH3:31])[CH2:22][CH:23]([CH2:25][S:26][CH2:27][CH2:28][CH3:29])[CH2:24]2)[CH2:18][CH2:19]1. (2) The product is: [O:24]1[CH2:25][CH2:26][N:21]([CH2:2][CH:3]2[CH2:7][CH2:6][CH:5]([CH2:8][CH2:9][C:10]3[CH:15]=[C:14]([F:16])[CH:13]=[CH:12][C:11]=3[O:17][CH3:18])[O:4]2)[CH2:22][CH2:23]1. Given the reactants Br[CH2:2][C@H:3]1[CH2:7][CH2:6][C@H:5]([CH2:8][CH2:9][C:10]2[CH:15]=[C:14]([F:16])[CH:13]=[CH:12][C:11]=2[O:17][CH3:18])[O:4]1.[Na+].[I-].[NH:21]1[CH2:26][CH2:25][O:24][CH2:23][CH2:22]1.C([O-])(O)=O.[Na+].[Na], predict the reaction product. (3) Given the reactants [F:1][C:2]1[CH:7]=[CH:6][C:5](B(O)O)=[CH:4][CH:3]=1.[Cl:11][C:12]1[C:17]([C:18]2[CH:23]=[CH:22][CH:21]=[CH:20][CH:19]=2)=[N:16][N:15]=[C:14]2[N:24]([CH2:28][CH2:29][N:30]3[CH2:34][CH2:33][C@@H:32]([F:35])[CH2:31]3)[N:25]=[C:26](I)[C:13]=12, predict the reaction product. The product is: [Cl:11][C:12]1[C:17]([C:18]2[CH:19]=[CH:20][CH:21]=[CH:22][CH:23]=2)=[N:16][N:15]=[C:14]2[N:24]([CH2:28][CH2:29][N:30]3[CH2:34][CH2:33][C@@H:32]([F:35])[CH2:31]3)[N:25]=[C:26]([C:5]3[CH:6]=[CH:7][C:2]([F:1])=[CH:3][CH:4]=3)[C:13]=12. (4) Given the reactants [Cl:1]N1C(=O)CCC1=O.CSC.O[CH2:13]/[CH:14]=[C:15](/[C:17]1[CH:18]=[C:19]([CH:22]=[CH:23][CH:24]=1)[C:20]#[N:21])\[CH3:16], predict the reaction product. The product is: [Cl:1][CH2:13]/[CH:14]=[C:15](/[C:17]1[CH:18]=[C:19]([CH:22]=[CH:23][CH:24]=1)[C:20]#[N:21])\[CH3:16]. (5) The product is: [Cl:1][C:2]1[CH:21]=[CH:20][C:19]([S:22]([CH3:23])=[O:32])=[CH:18][C:3]=1[C:4]([NH:6][CH2:7][C:8]12[CH2:17][CH:12]3[CH2:11][CH:10]([CH2:16][CH:14]([CH2:13]3)[CH2:15]1)[CH2:9]2)=[O:5]. Given the reactants [Cl:1][C:2]1[CH:21]=[CH:20][C:19]([S:22][CH3:23])=[CH:18][C:3]=1[C:4]([NH:6][CH2:7][C:8]12[CH2:17][CH:12]3[CH2:13][CH:14]([CH2:16][CH:10]([CH2:11]3)[CH2:9]1)[CH2:15]2)=[O:5].ClC1C(C(OO)=[O:32])=CC=CC=1.[OH-].[Ca+2].[OH-], predict the reaction product. (6) Given the reactants FC1C=C(C=C(C2C=CN=CC=2)C=1)CCC1C=CC(N2CCN(S(C(F)(F)F)(=O)=O)CC2)=CC=1.[CH:35]1([CH2:38][N:39]2[CH2:44][CH2:43][N:42]([C:45]3[CH:50]=[CH:49][C:48](/[CH:51]=[CH:52]/[C:53]4[CH:58]=[C:57]([C:59]5[CH:64]=[CH:63][N:62]=[CH:61][CH:60]=5)[CH:56]=[C:55]([F:65])[CH:54]=4)=[CH:47][CH:46]=3)[CH2:41][CH2:40]2)[CH2:37][CH2:36]1, predict the reaction product. The product is: [CH:35]1([CH2:38][N:39]2[CH2:40][CH2:41][N:42]([C:45]3[CH:46]=[CH:47][C:48]([CH2:51][CH2:52][C:53]4[CH:58]=[C:57]([C:59]5[CH:60]=[CH:61][N:62]=[CH:63][CH:64]=5)[CH:56]=[C:55]([F:65])[CH:54]=4)=[CH:49][CH:50]=3)[CH2:43][CH2:44]2)[CH2:37][CH2:36]1. (7) Given the reactants [CH2:1]([C@H:8]1[CH2:12][O:11][C:10](=[O:13])[N:9]1[C:14](=[O:32])[CH2:15][C@@H:16]([C:22]1[CH:27]=[CH:26][C:25]([O:28][CH2:29][CH2:30]Br)=[CH:24][CH:23]=1)[C:17]1[CH:21]=[CH:20][O:19][N:18]=1)[C:2]1[CH:7]=[CH:6][CH:5]=[CH:4][CH:3]=1.C(=O)([O-])[O-].[Cs+].[Cs+].[F:39][C:40]([F:49])([F:48])[C:41]1[CH:46]=[CH:45][C:44]([OH:47])=[CH:43][CH:42]=1, predict the reaction product. The product is: [CH2:1]([C@H:8]1[CH2:12][O:11][C:10](=[O:13])[N:9]1[C:14](=[O:32])[CH2:15][C@H:16]([C:17]1[CH:21]=[CH:20][O:19][N:18]=1)[C:22]1[CH:27]=[CH:26][C:25]([O:28][CH2:29][CH2:30][O:47][C:44]2[CH:45]=[CH:46][C:41]([C:40]([F:39])([F:48])[F:49])=[CH:42][CH:43]=2)=[CH:24][CH:23]=1)[C:2]1[CH:7]=[CH:6][CH:5]=[CH:4][CH:3]=1.